Dataset: Catalyst prediction with 721,799 reactions and 888 catalyst types from USPTO. Task: Predict which catalyst facilitates the given reaction. (1) Reactant: Cl.[Br:2][C:3]1[CH:12]=[C:11]2[C:6]([C:7]([OH:18])([C:13](=[NH:17])[O:14][CH2:15][CH3:16])[CH2:8][CH2:9][O:10]2)=[CH:5][CH:4]=1.C(N(CC)CC)C.Cl[C:27](Cl)([O:29]C(=O)OC(Cl)(Cl)Cl)Cl.Cl. Product: [Br:2][C:3]1[CH:12]=[C:11]2[O:10][CH2:9][CH2:8][C:7]3([O:18][C:27](=[O:29])[N:17]=[C:13]3[O:14][CH2:15][CH3:16])[C:6]2=[CH:5][CH:4]=1. The catalyst class is: 54. (2) Reactant: [F:1][C:2]([F:47])([F:46])[C:3]1[CH:4]=[C:5]([C@H:13]2[O:17][C:16](=[O:18])[N:15]([CH2:19][C:20]3[CH:25]=[C:24]([C:26]([F:29])([F:28])[F:27])[CH:23]=[CH:22][C:21]=3[C:30]3[C:35]([O:36]C)=[CH:34][CH:33]=[C:32]([C:38]4[CH:43]=[CH:42][CH:41]=[CH:40][C:39]=4[CH3:44])[CH:31]=3)[C@H:14]2[CH3:45])[CH:6]=[C:7]([C:9]([F:12])([F:11])[F:10])[CH:8]=1.B(Br)(Br)Br. Product: [F:12][C:9]([F:10])([F:11])[C:7]1[CH:6]=[C:5]([C@H:13]2[O:17][C:16](=[O:18])[N:15]([CH2:19][C:20]3[CH:25]=[C:24]([C:26]([F:28])([F:29])[F:27])[CH:23]=[CH:22][C:21]=3[C:30]3[C:35]([OH:36])=[CH:34][CH:33]=[C:32]([C:38]4[CH:43]=[CH:42][CH:41]=[CH:40][C:39]=4[CH3:44])[CH:31]=3)[C@H:14]2[CH3:45])[CH:4]=[C:3]([C:2]([F:1])([F:47])[F:46])[CH:8]=1. The catalyst class is: 4. (3) Reactant: [Cl:1][C:2]1[CH:3]=[C:4]([CH:6]=[C:7]([C:9]([F:12])([F:11])[F:10])[CH:8]=1)[NH2:5].[Br:13]N1C(=O)CCC1=O. Product: [Br:13][C:8]1[C:7]([C:9]([F:10])([F:11])[F:12])=[CH:6][C:4]([NH2:5])=[CH:3][C:2]=1[Cl:1]. The catalyst class is: 16. (4) Reactant: [CH2:1]([N:8]1[CH2:13][CH2:12][NH:11][C@H:10]([CH2:14][C:15]2[CH:24]=[CH:23][C:22]3[C:17](=[CH:18][CH:19]=[CH:20][CH:21]=3)[CH:16]=2)[CH2:9]1)[C:2]1[CH:7]=[CH:6][CH:5]=[CH:4][CH:3]=1.C(N(CC)CC)C.[Cl:32][C:33]1[CH:34]=[C:35]([CH:39]=[C:40]([Cl:42])[CH:41]=1)[C:36](Cl)=[O:37]. Product: [CH2:1]([N:8]1[CH2:13][CH2:12][N:11]([C:36](=[O:37])[C:35]2[CH:34]=[C:33]([Cl:32])[CH:41]=[C:40]([Cl:42])[CH:39]=2)[C@H:10]([CH2:14][C:15]2[CH:24]=[CH:23][C:22]3[C:17](=[CH:18][CH:19]=[CH:20][CH:21]=3)[CH:16]=2)[CH2:9]1)[C:2]1[CH:3]=[CH:4][CH:5]=[CH:6][CH:7]=1. The catalyst class is: 4.